Dataset: NCI-60 drug combinations with 297,098 pairs across 59 cell lines. Task: Regression. Given two drug SMILES strings and cell line genomic features, predict the synergy score measuring deviation from expected non-interaction effect. (1) Drug 1: C#CCC(CC1=CN=C2C(=N1)C(=NC(=N2)N)N)C3=CC=C(C=C3)C(=O)NC(CCC(=O)O)C(=O)O. Drug 2: C1C(C(OC1N2C=NC(=NC2=O)N)CO)O. Cell line: 786-0. Synergy scores: CSS=-5.32, Synergy_ZIP=1.99, Synergy_Bliss=-0.347, Synergy_Loewe=-5.21, Synergy_HSA=-4.96. (2) Drug 1: C1=CC(=CC=C1CCC2=CNC3=C2C(=O)NC(=N3)N)C(=O)NC(CCC(=O)O)C(=O)O. Drug 2: C1CCC(C(C1)N)N.C(=O)(C(=O)[O-])[O-].[Pt+4]. Cell line: HT29. Synergy scores: CSS=44.6, Synergy_ZIP=-3.47, Synergy_Bliss=-3.36, Synergy_Loewe=-3.28, Synergy_HSA=2.52. (3) Drug 1: C(CC(=O)O)C(=O)CN.Cl. Drug 2: C1=NNC2=C1C(=O)NC=N2. Cell line: OVCAR-8. Synergy scores: CSS=-1.72, Synergy_ZIP=1.37, Synergy_Bliss=1.09, Synergy_Loewe=-3.70, Synergy_HSA=-2.02.